This data is from Full USPTO retrosynthesis dataset with 1.9M reactions from patents (1976-2016). The task is: Predict the reactants needed to synthesize the given product. Given the product [CH3:1][O:2][CH2:3][CH2:4][O:5][C:6]1[CH:11]=[CH:10][N:9]2[C:12]([C:15]3[CH:24]=[CH:23][C:22]4[C:17](=[C:18]([O:25][CH2:26][CH:27]5[CH2:31][CH2:30][NH:29][CH2:28]5)[CH:19]=[CH:20][CH:21]=4)[N:16]=3)=[CH:13][N:14]=[C:8]2[CH:7]=1, predict the reactants needed to synthesize it. The reactants are: [CH3:1][O:2][CH2:3][CH2:4][O:5][C:6]1[CH:11]=[CH:10][N:9]2[C:12]([C:15]3[CH:24]=[CH:23][C:22]4[C:17](=[C:18]([O:25][CH2:26][CH:27]5O[CH2:31][CH2:30][NH:29][CH2:28]5)[CH:19]=[CH:20][CH:21]=4)[N:16]=3)=[CH:13][N:14]=[C:8]2[CH:7]=1.C(=O)([O-])[O-].[Cs+].[Cs+].CS(OCC1CCN(C(OC(C)(C)C)=O)C1)(=O)=O.C(O)(C(F)(F)F)=O.